From a dataset of Forward reaction prediction with 1.9M reactions from USPTO patents (1976-2016). Predict the product of the given reaction. (1) Given the reactants [NH2:1][C:2]1[N:7]=[C:6](Cl)[C:5]([C:9]#[N:10])=[C:4]([C:11]2[CH:16]=[CH:15][CH:14]=[CH:13][CH:12]=2)[N:3]=1.[OH:17][CH2:18][C:19]1[CH:24]=[CH:23][CH:22]=[CH:21][N:20]=1.C1CCN2C(=NCCC2)CC1, predict the reaction product. The product is: [NH2:1][C:2]1[N:3]=[C:4]([C:11]2[CH:16]=[CH:15][CH:14]=[CH:13][CH:12]=2)[C:5]([C:9]#[N:10])=[C:6]([O:17][CH2:18][C:19]2[CH:24]=[CH:23][CH:22]=[CH:21][N:20]=2)[N:7]=1. (2) Given the reactants C([O:8][C:9]1[CH:10]=[C:11]2[C:15](=[CH:16][CH:17]=1)[N:14]([CH3:18])[C:13]([C:19]([O:21][CH2:22][CH3:23])=[O:20])=[CH:12]2)C1C=CC=CC=1.C([O-])=O.[NH4+], predict the reaction product. The product is: [OH:8][C:9]1[CH:10]=[C:11]2[C:15](=[CH:16][CH:17]=1)[N:14]([CH3:18])[C:13]([C:19]([O:21][CH2:22][CH3:23])=[O:20])=[CH:12]2. (3) Given the reactants Cl[C:2]1[NH:3][C:4](=[O:12])[C:5]2[CH:10]=[CH:9][N:8]([CH3:11])[C:6]=2[N:7]=1.[NH:13]1[CH:17]=[CH:16][CH:15]=[N:14]1, predict the reaction product. The product is: [CH3:11][N:8]1[C:6]2[N:7]=[C:2]([N:13]3[CH:17]=[CH:16][CH:15]=[N:14]3)[NH:3][C:4](=[O:12])[C:5]=2[CH:10]=[CH:9]1.